The task is: Predict the reaction yield, written as a fraction of the theoretical maximum amount of product (1.0 means a 100% yield; for example, 0.34 means a 34% yield).. This data is from Reaction yield outcomes from USPTO patents with 853,638 reactions. (1) The reactants are Cl.[N+:2]([C:5]1[CH:10]=[CH:9][C:8]([O:11][C:12](=[O:26])[NH:13][C:14]2[CH:19]=[CH:18][C:17]([N:20]3[CH2:25][CH2:24][O:23][CH2:22][CH2:21]3)=[CH:16][CH:15]=2)=[CH:7][CH:6]=1)([O-:4])=[O:3]. The catalyst is O. The product is [N+:2]([C:5]1[CH:6]=[CH:7][C:8]([O:11][C:12](=[O:26])[NH:13][C:14]2[CH:15]=[CH:16][C:17]([N:20]3[CH2:21][CH2:22][O:23][CH2:24][CH2:25]3)=[CH:18][CH:19]=2)=[CH:9][CH:10]=1)([O-:4])=[O:3]. The yield is 0.500. (2) The reactants are [CH2:1]([C:3]1[CH:4]=[CH:5][C:6]([OH:11])=[C:7]([CH:10]=1)[CH:8]=[O:9])[CH3:2].C([O-])([O-])=O.[K+].[K+].Br[CH2:19][CH2:20][O:21][Si:22]([C:25]([CH3:28])([CH3:27])[CH3:26])([CH3:24])[CH3:23]. No catalyst specified. The product is [C:25]([Si:22]([CH3:24])([CH3:23])[O:21][CH2:20][CH2:19][O:11][C:6]1[CH:5]=[CH:4][C:3]([CH2:1][CH3:2])=[CH:10][C:7]=1[CH:8]=[O:9])([CH3:28])([CH3:27])[CH3:26]. The yield is 0.927. (3) The reactants are [C:1]([C:5]1[CH:12]=[CH:11][C:8]([CH:9]=O)=[CH:7][CH:6]=1)([CH3:4])([CH3:3])[CH3:2].Cl.[F:14][C:15](F)([F:26])[O:16][C:17]1[CH:18]=[C:19]([CH2:23][CH2:24][NH2:25])[CH:20]=[CH:21][CH:22]=1.C(=O)([O-])[O-].[K+].[K+].[BH4-].[Na+].Cl. The catalyst is CO. The product is [C:1]([C:5]1[CH:12]=[CH:11][C:8]([CH2:9][NH:25][CH2:24][CH2:23][C:19]2[CH:20]=[CH:21][CH:22]=[C:17]([O:16][CH:15]([F:14])[F:26])[CH:18]=2)=[CH:7][CH:6]=1)([CH3:4])([CH3:3])[CH3:2]. The yield is 0.890.